From a dataset of Forward reaction prediction with 1.9M reactions from USPTO patents (1976-2016). Predict the product of the given reaction. (1) Given the reactants [Br:1][C:2]1[CH:3]=[CH:4][C:5]2[C:11]3[S:12][C:13]([C:15]([NH:17][CH:18]([CH3:20])[CH3:19])=O)=[CH:14][C:10]=3[CH2:9][CH2:8][O:7][C:6]=2[CH:21]=1.P(Cl)(Cl)(Cl)(Cl)Cl.[CH:28]([NH:30][NH2:31])=O.C(=O)([O-])[O-].[K+].[K+].C1(C)C=CC(S(O)(=O)=O)=CC=1, predict the reaction product. The product is: [Br:1][C:2]1[CH:3]=[CH:4][C:5]2[C:11]3[S:12][C:13]([C:15]4[N:17]([CH:18]([CH3:20])[CH3:19])[CH:28]=[N:30][N:31]=4)=[CH:14][C:10]=3[CH2:9][CH2:8][O:7][C:6]=2[CH:21]=1. (2) Given the reactants [NH2:1][C:2]([N:4]1[C:12]2[C:7](=[CH:8][CH:9]=[CH:10][CH:11]=2)[CH:6]=[C:5]1[C:13]1[S:17][CH:16]=[C:15]([NH:18]C(=O)OC(C)(C)C)[CH:14]=1)=[O:3].FC(F)(F)C(O)=O, predict the reaction product. The product is: [NH2:18][C:15]1[CH:14]=[C:13]([C:5]2[N:4]([C:2]([NH2:1])=[O:3])[C:12]3[C:7]([CH:6]=2)=[CH:8][CH:9]=[CH:10][CH:11]=3)[S:17][CH:16]=1.